This data is from CYP1A2 inhibition data for predicting drug metabolism from PubChem BioAssay. The task is: Regression/Classification. Given a drug SMILES string, predict its absorption, distribution, metabolism, or excretion properties. Task type varies by dataset: regression for continuous measurements (e.g., permeability, clearance, half-life) or binary classification for categorical outcomes (e.g., BBB penetration, CYP inhibition). Dataset: cyp1a2_veith. (1) The molecule is CC(C)(C)NC[C@@H](O)c1ccc(O)c(CO)n1. The result is 0 (non-inhibitor). (2) The molecule is O=C(Nc1ccccc1)N1CCC2(CC1)CCN(C(=O)c1ccncc1)CC2. The result is 0 (non-inhibitor). (3) The molecule is O=C1CCC=C1[C@@H](O)CCc1ccccc1. The result is 0 (non-inhibitor). (4) The compound is CN(Cc1ccco1)c1nc(-c2cccc(C#N)c2)nc2ccccc12. The result is 1 (inhibitor). (5) The molecule is COc1ccc2[nH]c3c(c2c1)CCNC3. The result is 1 (inhibitor). (6) The drug is Fc1ccc(Nc2ccnc(-c3ccccc3C(F)(F)F)n2)cc1. The result is 1 (inhibitor). (7) The drug is O[C@@H](Cc1ccncc1)C(Cl)(Cl)Cl. The result is 1 (inhibitor). (8) The compound is CC(C)(C)C(=O)NC(c1ccc(Cl)cc1)[C@]1(C)C[C@H]1C1CCCCC1. The result is 0 (non-inhibitor). (9) The molecule is NC(=O)[C@@H]1CCCNC1. The result is 0 (non-inhibitor).